From a dataset of Full USPTO retrosynthesis dataset with 1.9M reactions from patents (1976-2016). Predict the reactants needed to synthesize the given product. (1) Given the product [I:20][C:18]1[CH:17]=[CH:16][C:14]([NH:15][C:2]2[S:3][C:4]3[CH:10]=[C:9]([Cl:11])[CH:8]=[CH:7][C:5]=3[N:6]=2)=[C:13]([F:12])[CH:19]=1, predict the reactants needed to synthesize it. The reactants are: Cl[C:2]1[S:3][C:4]2[CH:10]=[C:9]([Cl:11])[CH:8]=[CH:7][C:5]=2[N:6]=1.[F:12][C:13]1[CH:19]=[C:18]([I:20])[CH:17]=[CH:16][C:14]=1[NH2:15].Cl. (2) Given the product [Na+:59].[CH2:39]([C:23]1[NH:24][CH:25]=[C:21](/[CH:20]=[C:15]2\[CH:16]3[N:13]([C:14]\2=[O:50])[C:12]([C:10]([O-:11])=[O:9])=[CH:18][S:17]3)[N:22]=1)[C:40]1[CH:45]=[CH:44][CH:43]=[CH:42][CH:41]=1, predict the reactants needed to synthesize it. The reactants are: [N+](C1C=CC(C[O:9][C:10]([C:12]2[N:13]3[C@H:16]([S:17][CH:18]=2)[C:15]([CH:20](OC(=O)C)[C:21]2[N:22]=[C:23]([CH2:39][C:40]4[CH:45]=[CH:44][CH:43]=[CH:42][CH:41]=4)[N:24](C(OCC4C=CC([N+]([O-])=O)=CC=4)=O)[CH:25]=2)(Br)[C:14]3=[O:50])=[O:11])=CC=1)([O-])=O.P([O-])([O-])([O-])=O.[OH-].[Na+:59].C(OCC)(=O)C. (3) Given the product [Cl:1][C:2]1[C:7]([C:8]2[S:13][C:12]([NH:14][C:15]3[CH:20]=[CH:19][C:18]([F:21])=[CH:17][CH:16]=3)=[N:11][N:10]=2)=[N:6][C:5]([S:22][CH3:23])=[N:4][CH:3]=1, predict the reactants needed to synthesize it. The reactants are: [Cl:1][C:2]1[CH:3]=[N:4][C:5]([S:22][CH3:23])=[N:6][C:7]=1[C:8]([NH:10][NH:11][C:12]([NH:14][C:15]1[CH:20]=[CH:19][C:18]([F:21])=[CH:17][CH:16]=1)=[S:13])=O. (4) Given the product [C:33]([OH:35])(=[O:34])[C:2]1[CH:7]=[CH:6][CH:5]=[CH:4][CH:3]=1, predict the reactants needed to synthesize it. The reactants are: Cl[CH:2]1[CH2:7][CH2:6][CH2:5][CH2:4][CH2:3]1.C1C=CC=CC=1.[Li].CC(C)([O-])C.[K+].C1(C2C=CC=CC=2)C=CC=CC=1.[C:33](=[O:35])=[O:34].